From a dataset of Forward reaction prediction with 1.9M reactions from USPTO patents (1976-2016). Predict the product of the given reaction. (1) The product is: [F:26][C:11]([F:10])([F:25])[O:12][C:13]1[CH:14]=[C:15]([N:19]2[CH2:20][CH2:21][N:22]([C:2]3[CH2:6][CH:5]([C:7]([NH2:9])=[O:8])[O:4][N:3]=3)[CH2:23][CH2:24]2)[CH:16]=[CH:17][CH:18]=1. Given the reactants Br[C:2]1[CH2:6][CH:5]([C:7]([NH2:9])=[O:8])[O:4][N:3]=1.[F:10][C:11]([F:26])([F:25])[O:12][C:13]1[CH:14]=[C:15]([N:19]2[CH2:24][CH2:23][NH:22][CH2:21][CH2:20]2)[CH:16]=[CH:17][CH:18]=1.CCN(C(C)C)C(C)C.Cl, predict the reaction product. (2) Given the reactants O[C:2]1[C:7]([CH2:8][C:9]([O:11][CH3:12])=[O:10])=[CH:6][N:5]=[C:4]([CH2:13][C:14]2[CH:19]=[CH:18][C:17]([N+:20]([O-:22])=[O:21])=[CH:16][CH:15]=2)[N:3]=1.P(Cl)(Cl)([Cl:25])=O.CN(C)C1C=CC=CC=1, predict the reaction product. The product is: [Cl:25][C:2]1[C:7]([CH2:8][C:9]([O:11][CH3:12])=[O:10])=[CH:6][N:5]=[C:4]([CH2:13][C:14]2[CH:19]=[CH:18][C:17]([N+:20]([O-:22])=[O:21])=[CH:16][CH:15]=2)[N:3]=1. (3) Given the reactants NC1C=NC=CN=1.ClCC=O.C([O-])(O)=O.[Na+].C([O-])([O-])=O.[K+].[K+].[N:23]1[CH:24]=[CH:25][N:26]2[CH:31]=[CH:30][N:29]=[CH:28][C:27]=12, predict the reaction product. The product is: [N:23]1[CH:24]=[CH:25][N:26]2[CH2:31][CH2:30][NH:29][CH2:28][C:27]=12. (4) Given the reactants [NH:1]1[CH2:6][CH2:5][CH2:4][CH2:3][C@@H:2]1[C:7]([NH:9][C:10]1([C:13]2[CH:22]=[CH:21][C:16]([C:17]([O:19][CH3:20])=[O:18])=[CH:15][CH:14]=2)[CH2:12][CH2:11]1)=[O:8].[C:23]([C:25]1[CH:32]=[CH:31][C:28]([CH2:29]Br)=[CH:27][CH:26]=1)#[N:24].C([O-])([O-])=O.[Na+].[Na+], predict the reaction product. The product is: [C:23]([C:25]1[CH:32]=[CH:31][C:28]([CH2:29][N:1]2[CH2:6][CH2:5][CH2:4][CH2:3][C@@H:2]2[C:7]([NH:9][C:10]2([C:13]3[CH:14]=[CH:15][C:16]([C:17]([O:19][CH3:20])=[O:18])=[CH:21][CH:22]=3)[CH2:12][CH2:11]2)=[O:8])=[CH:27][CH:26]=1)#[N:24]. (5) Given the reactants [C:1]([O:5][C:6]([N:8]1[CH2:13][CH2:12][CH:11]([C:14]([O:16][CH2:17][C:18]2[CH:23]=[CH:22][CH:21]=[CH:20][CH:19]=2)=[O:15])[CH2:10][CH2:9]1)=[O:7])([CH3:4])([CH3:3])[CH3:2].C[Si]([N-][Si](C)(C)C)(C)C.[K+].[C:34](=[O:36])=[O:35], predict the reaction product. The product is: [CH2:17]([O:16][C:14]([C:11]1([C:34]([OH:36])=[O:35])[CH2:12][CH2:13][N:8]([C:6]([O:5][C:1]([CH3:4])([CH3:2])[CH3:3])=[O:7])[CH2:9][CH2:10]1)=[O:15])[C:18]1[CH:23]=[CH:22][CH:21]=[CH:20][CH:19]=1. (6) The product is: [NH4+:22].[Cl:1][C:2]1[CH:3]=[CH:4][C:5]([S:35]([C:20]2[C:28]3[C:23](=[CH:24][CH:25]=[C:26]([F:29])[CH:27]=3)[N:22]([CH2:30][C:31]([O-:33])=[O:32])[C:21]=2[CH3:34])(=[O:39])=[O:37])=[CH:6][CH:7]=1. Given the reactants [Cl:1][C:2]1[CH:3]=[C:4](C(OO)=O)[CH:5]=[CH:6][CH:7]=1.ClC1C=CC(S[C:20]2[C:28]3[C:23](=[CH:24][CH:25]=[C:26]([F:29])[CH:27]=3)[N:22]([CH2:30][C:31]([OH:33])=[O:32])[C:21]=2[CH3:34])=CC=1.[S:35]([O-:39])([O-])(=[O:37])=S.[Na+].[Na+].Cl, predict the reaction product. (7) Given the reactants [Cl:1][C:2]1[CH:3]=[C:4]([N:8]2[N:12]=[N:11][C:10]([CH:13]([OH:15])[CH3:14])=[N:9]2)[CH:5]=[CH:6][CH:7]=1.[C:16](OC=C)(=[O:18])[CH3:17].C(CC([O-])=O)=C, predict the reaction product. The product is: [C:16]([O:15][C@@H:13]([C:10]1[N:11]=[N:12][N:8]([C:4]2[CH:5]=[CH:6][CH:7]=[C:2]([Cl:1])[CH:3]=2)[N:9]=1)[CH3:14])(=[O:18])[CH3:17].